From a dataset of Peptide-MHC class I binding affinity with 185,985 pairs from IEDB/IMGT. Regression. Given a peptide amino acid sequence and an MHC pseudo amino acid sequence, predict their binding affinity value. This is MHC class I binding data. (1) The peptide sequence is FFQNETQKY. The MHC is HLA-A24:03 with pseudo-sequence HLA-A24:03. The binding affinity (normalized) is 0.337. (2) The peptide sequence is VFFKQWFEK. The MHC is HLA-B40:01 with pseudo-sequence HLA-B40:01. The binding affinity (normalized) is 0.0847. (3) The peptide sequence is NVKKKNEGK. The MHC is HLA-A68:01 with pseudo-sequence HLA-A68:01. The binding affinity (normalized) is 0.542. (4) The peptide sequence is YIFFASFYY. The MHC is HLA-A03:01 with pseudo-sequence HLA-A03:01. The binding affinity (normalized) is 0.688. (5) The peptide sequence is GLIIPPLGI. The MHC is H-2-Kb with pseudo-sequence H-2-Kb. The binding affinity (normalized) is 0.167. (6) The peptide sequence is ARLGKGYMF. The MHC is HLA-A01:01 with pseudo-sequence HLA-A01:01. The binding affinity (normalized) is 0.0847. (7) The peptide sequence is IALCKVTVPT. The MHC is HLA-A02:06 with pseudo-sequence HLA-A02:06. The binding affinity (normalized) is 0.401.